This data is from Forward reaction prediction with 1.9M reactions from USPTO patents (1976-2016). The task is: Predict the product of the given reaction. Given the reactants [Br:1][C:2]1[CH:3]=[C:4]2[C:9](=[CH:10][CH:11]=1)[C:8](=[O:12])[NH:7][C:6](=[O:13])[C:5]2=[CH:14]OC.[NH:17]1[C:25]2[C:20](=[CH:21][C:22]([NH2:26])=[CH:23][CH:24]=2)[CH2:19][CH2:18]1.CCN(CC)CC, predict the reaction product. The product is: [Br:1][C:2]1[CH:3]=[C:4]2[C:9](=[CH:10][CH:11]=1)[C:8](=[O:12])[NH:7][C:6](=[O:13])/[C:5]/2=[CH:14]\[NH:26][C:22]1[CH:21]=[C:20]2[C:25](=[CH:24][CH:23]=1)[NH:17][CH2:18][CH2:19]2.